Dataset: Reaction yield outcomes from USPTO patents with 853,638 reactions. Task: Predict the reaction yield, written as a fraction of the theoretical maximum amount of product (1.0 means a 100% yield; for example, 0.34 means a 34% yield). (1) The reactants are [C:1]([CH2:3][C:4]1([N:15]2[CH:19]=[C:18]([C:20]3[N:25]4[CH:26]=[CH:27][N:28]=[C:24]4[CH:23]=[C:22]([C:29]4[CH:30]=[N:31][N:32]([CH:34]([CH3:36])[CH3:35])[CH:33]=4)[N:21]=3)[CH:17]=[N:16]2)[CH2:7][N:6](C(OC(C)(C)C)=O)[CH2:5]1)#[N:2].[ClH:37].CO. The catalyst is O1CCOCC1. The product is [ClH:37].[CH:34]([N:32]1[CH:33]=[C:29]([C:22]2[N:21]=[C:20]([C:18]3[CH:17]=[N:16][N:15]([C:4]4([CH2:3][C:1]#[N:2])[CH2:5][NH:6][CH2:7]4)[CH:19]=3)[N:25]3[CH:26]=[CH:27][N:28]=[C:24]3[CH:23]=2)[CH:30]=[N:31]1)([CH3:36])[CH3:35]. The yield is 0.930. (2) The reactants are [F:1][C:2]1[CH:8]=[CH:7][C:6]([F:9])=[CH:5][C:3]=1[NH2:4].Cl.Cl[CH2:12][CH2:13][NH:14][CH2:15][CH2:16]Cl.C(=O)([O-])[O-].[Na+].[Na+].[OH-].[Na+]. The catalyst is C(O)CCC.CCCCCC. The product is [F:1][C:2]1[CH:8]=[CH:7][C:6]([F:9])=[CH:5][C:3]=1[N:4]1[CH2:16][CH2:15][NH:14][CH2:13][CH2:12]1. The yield is 0.150. (3) The reactants are [O:1]1[C:5]2[CH:6]=[C:7]([C:10]3([C:13]([OH:15])=[O:14])[CH2:12][CH2:11]3)[CH:8]=[CH:9][C:4]=2[CH:3]=[CH:2]1. The catalyst is CO.O=[Pt]=O. The product is [O:1]1[C:5]2[CH:6]=[C:7]([C:10]3([C:13]([OH:15])=[O:14])[CH2:12][CH2:11]3)[CH:8]=[CH:9][C:4]=2[CH2:3][CH2:2]1. The yield is 0.420.